The task is: Predict the reactants needed to synthesize the given product.. This data is from Full USPTO retrosynthesis dataset with 1.9M reactions from patents (1976-2016). (1) Given the product [Cl:17][C:18]1[CH:19]=[C:20]2[C:25](=[CH:26][CH:27]=1)[N:24]([C@@H:28]1[CH2:32][CH2:31][N:30]([C:2]3[CH:7]=[CH:6][C:5]([S:8]([NH:11][C:12]4[S:13][CH:14]=[CH:15][N:16]=4)(=[O:10])=[O:9])=[CH:4][CH:3]=3)[C:29]1=[O:33])[CH2:23][CH2:22][CH2:21]2, predict the reactants needed to synthesize it. The reactants are: Br[C:2]1[CH:7]=[CH:6][C:5]([S:8]([NH:11][C:12]2[S:13][CH:14]=[CH:15][N:16]=2)(=[O:10])=[O:9])=[CH:4][CH:3]=1.[Cl:17][C:18]1[CH:19]=[C:20]2[C:25](=[CH:26][CH:27]=1)[N:24]([C@@H:28]1[CH2:32][CH2:31][NH:30][C:29]1=[O:33])[CH2:23][CH2:22][CH2:21]2.CNCCNC.C([O-])([O-])=O.[K+].[K+]. (2) Given the product [C:30]([O:29][C:28]([NH:27][C:26]1[CH:25]=[CH:24][N:23]([CH2:6][CH2:7][CH2:8][CH2:9][C:10]2[S:14][C:13]([C:15]([O:17][CH2:18][CH3:19])=[O:16])=[N:12][N:11]=2)[C:22](=[O:35])[C:21]=1[F:20])=[O:34])([CH3:33])([CH3:31])[CH3:32], predict the reactants needed to synthesize it. The reactants are: CS(O[CH2:6][CH2:7][CH2:8][CH2:9][C:10]1[S:14][C:13]([C:15]([O:17][CH2:18][CH3:19])=[O:16])=[N:12][N:11]=1)(=O)=O.[F:20][C:21]1[C:22](=[O:35])[NH:23][CH:24]=[CH:25][C:26]=1[NH:27][C:28](=[O:34])[O:29][C:30]([CH3:33])([CH3:32])[CH3:31].C([O-])([O-])=O.[K+].[K+]. (3) Given the product [NH2:25][CH2:24][C:23]1[C:18]([O:17][C:13]2[CH:14]=[C:15]([CH3:16])[C:7]3[CH:6]([CH2:5][C:4]([OH:26])=[O:3])[O:10][B:9]([OH:11])[C:8]=3[CH:12]=2)=[N:19][CH:20]=[CH:21][N:22]=1, predict the reactants needed to synthesize it. The reactants are: C([O:3][C:4](=[O:26])[CH2:5][CH:6]1[O:10][B:9]([OH:11])[C:8]2[CH:12]=[C:13]([O:17][C:18]3[C:23]([CH2:24][NH2:25])=[N:22][CH:21]=[CH:20][N:19]=3)[CH:14]=[C:15]([CH3:16])[C:7]1=2)C.[Li+].[OH-].Cl. (4) Given the product [Cl:1][C:2]1[CH:3]=[C:4]([C:22]2[CH:27]=[CH:26][CH:25]=[CH:24][CH:23]=2)[CH:5]=[CH:6][C:7]=1[CH2:8][N:9]1[C:13]2[CH:14]=[C:15]([CH2:19][O:20][C:29]3[N:34]=[C:33]([C:35]([OH:37])=[O:36])[CH:32]=[CH:31][CH:30]=3)[CH:16]=[C:17]([CH3:18])[C:12]=2[N:11]=[C:10]1[CH3:21], predict the reactants needed to synthesize it. The reactants are: [Cl:1][C:2]1[CH:3]=[C:4]([C:22]2[CH:27]=[CH:26][CH:25]=[CH:24][CH:23]=2)[CH:5]=[CH:6][C:7]=1[CH2:8][N:9]1[C:13]2[CH:14]=[C:15]([CH2:19][OH:20])[CH:16]=[C:17]([CH3:18])[C:12]=2[N:11]=[C:10]1[CH3:21].Cl[C:29]1[N:34]=[C:33]([C:35]([OH:37])=[O:36])[CH:32]=[CH:31][CH:30]=1. (5) Given the product [CH:15]([N:11]1[CH2:12][C:9]([C:3]2[CH:4]=[CH:5][CH:6]=[C:7]([F:8])[C:2]=2[F:1])([OH:13])[CH2:10]1)([CH2:17][CH3:18])[CH3:16], predict the reactants needed to synthesize it. The reactants are: [F:1][C:2]1[C:7]([F:8])=[CH:6][CH:5]=[CH:4][C:3]=1[C:9]1([OH:13])[CH2:12][NH:11][CH2:10]1.I[CH:15]([CH2:17][CH3:18])[CH3:16].C(=O)([O-])[O-].[K+].[K+]. (6) Given the product [Br-:8].[CH2:1]([N+:3]([CH2:6][CH3:7])([CH2:4][CH3:5])[CH2:9][CH2:10][CH2:11][CH2:12][CH2:13][CH2:14][CH2:15][CH3:16])[CH3:2], predict the reactants needed to synthesize it. The reactants are: [CH2:1]([N:3]([CH2:6][CH3:7])[CH2:4][CH3:5])[CH3:2].[Br:8][CH2:9][CH2:10][CH2:11][CH2:12][CH2:13][CH2:14][CH2:15][CH3:16]. (7) Given the product [ClH:14].[Br:1][C:2]1[CH:3]=[C:4]([CH2:8][C:9]([O:11][CH3:16])=[O:10])[CH:5]=[N:6][CH:7]=1, predict the reactants needed to synthesize it. The reactants are: [Br:1][C:2]1[CH:3]=[C:4]([CH2:8][C:9]([OH:11])=[O:10])[CH:5]=[N:6][CH:7]=1.S(Cl)([Cl:14])=O.[CH3:16]O.